From a dataset of Experimentally validated miRNA-target interactions with 360,000+ pairs, plus equal number of negative samples. Binary Classification. Given a miRNA mature sequence and a target amino acid sequence, predict their likelihood of interaction. (1) The miRNA is mmu-miR-7025-5p with sequence CGUGAGCUGAAGCUGGUGGCUCCC. The protein sequence of the target gene is MALSWRSWLANEGVKHLCLLVWLSLNVLLFWKTFLLYNQGPEYYYIHQMLGLGLCLSRASASVLNLNCSLILLPMCRTVLAYLRGSQKVPSRRTRRLLDKSKTLHITCGITICIFSGVHVAAHLVNALNFSVNYSEHFLALNAARYQNEDPRKLLFTTVPGLTGVCMVVVLFLMVTASTYAIRVSNYDIFWYTHNLFFVFYMLLLLHVSGGLLKYQTNLDTHPPGCISLNRTPSQNMSIADYVSEHFHGSLPGGFSKLEDHYQKTLVKICLEEPKFQAHFPQTWIWISGPLCLYCAERLY.... Result: 0 (no interaction). (2) The miRNA is hsa-miR-526b-3p with sequence GAAAGUGCUUCCUUUUAGAGGC. The protein sequence of the target gene is MGPPLKLFKNQKYQELKQECIKDSRLFCDPTFLPENDSLFYNRLLPGKVVWKRPQDICDDPHLIVGNISNHQLTQGRLGHKPMVSAFSCLAVQESHWTKTIPNHKEQEWDPQKTEKYAGIFHFRFWHFGEWTEVVIDDLLPTINGDLVFSFSTSMNEFWNALLEKAYAKLLGCYEALDGLTITDIIVDFTGTLAETVDMQKGRYTELVEEKYKLFGELYKTFTKGGLICCSIESPNQEEQEVETDWGLLKGHTYTMTDIRKIRLGERLVEVFSAEKVYMVRLRNPLGRQEWSGPWSEISE.... Result: 0 (no interaction). (3) The miRNA is mmu-miR-339-5p with sequence UCCCUGUCCUCCAGGAGCUCACG. Result: 1 (interaction). The protein sequence of the target gene is MPGTALSPLLLLLLLSWASRNEAAPDQDEIDCLPGLAKQPSFRQYSGYLRASDSKHFHYWFVESQNDPKNSPVVLWLNGGPGCSSLDGLLTEHGPFLIQPDGVTLEYNPYAWNLIANVLYIESPAGVGFSYSDDKMYVTNDTEVAENNYEALKDFFRLFPEYKDNKLFLTGESYAGIYIPTLAVLVMQDPSMNLQGLAVGNGLASYEQNDNSLVYFAYYHGLLGNRLWTSLQTHCCAQNKCNFYDNKDPECVNNLLEVSRIVGKSGLNIYNLYAPCAGGVPGRHRYEDTLVVQDFGNIFT.... (4) The miRNA is mmu-miR-324-3p with sequence CCACUGCCCCAGGUGCUGCU. The protein sequence of the target gene is MGLARALRRLSGALDSGDSRAGDEEEAGPGLCRNGWAPAPVQSPVGRRRGRFVKKDGHCNVRFVNLGGQGARYLSDLFTTCVDVRWRWMCLLFSCSFLASWLLFGLAFWLIASLHGDLAAPPPPAPCFSHVASFLAAFLFALETQTSIGYGVRSVTEECPAAVAAVVLQCIAGCVLDAFVVGAVMAKMAKPKKRNETLVFSENAVVALRDHRLCLMWRVGNLRRSHLVEAHVRAQLLQPRVTPEGEYIPLDHQDVDVGFDGGTDRIFLVSPITIVHEIDSASPLYELGRAELARADFELV.... Result: 0 (no interaction). (5) The miRNA is cel-miR-78 with sequence UGGAGGCCUGGUUGUUUGUGC. The protein sequence of the target gene is MELGKGKLLRTGLNALHQAVHPIHGLAWTDGNQVVLTDLRLHSGEVKFGDSKVIGQFECVCGLSWAPPVADDTPVLLAVQHEKHVTVWQLCPSPMESSKWLTSQTCEIRGSLPILPQGCVWHPKCAILTVLTAQDVSIFPNVHSDDSQVKADINTQGRIHCACWTQDGLRLVVAVGSSLHSYIWDSAQKTLHRCSSCLVFDVDSHVCSITATVDSQVAIATELPLDKICGLNASETFNIPPNSKDMTPYALPVIGEVRSMDKEATDSETNSEVSVSSSYLEPLDLTHIHFNQHKSEGNSL.... Result: 0 (no interaction). (6) The miRNA is hsa-miR-8060 with sequence CCAUGAAGCAGUGGGUAGGAGGAC. The protein sequence of the target gene is MTVVGNPRSWSCQWLPILILLLGTGHGPGVEGVTHYKAGDPVILYVNKVGPYHNPQETYHYYQLPVCCPEKIRHKSLSLGEVLDGDRMAESLYEIRFRENVEKRILCHMQLSSAQVEQLRQAIEELYYFEFVVDDLPIRGFVGYMEESGFLPHSHKIGLWTHLDFHLEFHGDRIIFANVSVRDVKPHSLDGLRPDEFLGLTHTYSVRWSETSVERRSDRRRGDDGGFFPRTLEIHWLSIINSMVLVFLLVGFVAVILMRVLRNDLARYNLDEETTSAGSGDDFDQGDNGWKIIHTDVFRF.... Result: 1 (interaction). (7) The miRNA is hsa-miR-205-5p with sequence UCCUUCAUUCCACCGGAGUCUG. The protein sequence of the target gene is MERATRPGPRALLLLLFLLLGCAAGISAVAPARSLLAPASETVFGLGAAAAPTSAARVPAVATAEVTVEDAEALPAAAGEPESRATEPDDDVELRPRGRSLVIISTLDGRIAALDAENDGKKQWDLDVGSGSLVSSSLSKPEVFGNKMIIPSLDGDLFQWDRDRESMEAVPFTVESLLESSYKFGDDVVLVGGKSLITYGLSAYSGKLRYICSALGCRRWDSDEMEEEEDILLLQRTQKTVRAVGPRSGSEKWNFSVGHFELRYIPDMETRAGFIESTFKPGGNKEDSKIISDVEEQEAT.... Result: 0 (no interaction). (8) The miRNA is hsa-miR-6073 with sequence GGUAGUGAGUUAUCAGCUAC. The protein sequence of the target gene is MLTPPLLLLLPLLSALVAAAIDAPKTCSPKQFACRDQITCISKGWRCDGERDCPDGSDEAPEICPQSKAQRCQPNEHNCLGTELCVPMSRLCNGVQDCMDGSDEGPHCRELQGNCSRLGCQHHCVPTLDGPTCYCNSSFQLQADGKTCKDFDECSVYGTCSQLCTNTDGSFICGCVEGYLLQPDNRSCKAKNEPVDRPPVLLIANSQNILATYLSGAQVSTITPTSTRQTTAMDFSYANETVCWVHVGDSAAQTQLKCARMPGLKGFVDEHTINISLSLHHVEQMAIDWLTGNFYFVDDI.... Result: 0 (no interaction). (9) The miRNA is hsa-miR-6826-3p with sequence CUCCCCUCUCUUUCCUGUUCAG. The protein sequence of the target gene is MVKLGCSFSGKPGKEAGDQDGAAMDSVPLISPLDVSQLQPSFSDQVVINTQTEYQLTSADQPKKFADLEGQRLACSHSEEGRRLPTARMIAFAMALLGCVLIMYKAIWYDQFTCPDGFLLRHKICTPLTLEMYYTEMDPERHRSILAAIGAYPLSRKHGTEMPAVWGNNYRTAKEEHKGTTPAAMAVSTAAAAAAAEGTEPSGKSLDTREKEDPQKAEGVPSQPPK. Result: 0 (no interaction). (10) The miRNA is mmu-miR-3473d with sequence CCACUGAGCCACUUUCCAGCCCUU. The protein sequence of the target gene is MAWVLSMDEVIESGLVHDFDSSLSGIGQELGAGAYSMSDVLALPIFKQEDSSLSLEDEAKHPPFQYVMCAATSPAVKLHDETLTYLNQGQSYEIRMLDNRKMGDMPELSGKLVKSIIRVVFHDRRLQYTEHQQLEGWKWNRPGDRLLDLDIPMSVGIIDTRTNPSQLNAVEFLWDPAKRTSAFIQVHCISTEFTPRKHGGEKGVPFRIQVDTFKQNENGEYTDHLHSASCQIKVFKPKGADRKQKNDREKMEKRTAHEKEKYQPSYDTTILTEMRLEPIIEDAVEHEQKKSSKRTLPADY.... Result: 1 (interaction).